This data is from Peptide-MHC class I binding affinity with 185,985 pairs from IEDB/IMGT. The task is: Regression. Given a peptide amino acid sequence and an MHC pseudo amino acid sequence, predict their binding affinity value. This is MHC class I binding data. (1) The peptide sequence is FMVFLQTHI. The MHC is HLA-B35:01 with pseudo-sequence HLA-B35:01. The binding affinity (normalized) is 0. (2) The peptide sequence is KLQWLFAAL. The MHC is HLA-B58:01 with pseudo-sequence HLA-B58:01. The binding affinity (normalized) is 0.0847. (3) The binding affinity (normalized) is 0.872. The peptide sequence is NRYGVAYVY. The MHC is HLA-B73:01 with pseudo-sequence HLA-B73:01. (4) The peptide sequence is VMGGNAAEA. The MHC is HLA-B44:02 with pseudo-sequence HLA-B44:02. The binding affinity (normalized) is 0.0847. (5) The peptide sequence is GTFGPVHFR. The MHC is HLA-A31:01 with pseudo-sequence HLA-A31:01. The binding affinity (normalized) is 1.00. (6) The peptide sequence is HHSDDALFI. The MHC is HLA-B27:05 with pseudo-sequence HLA-B27:05. The binding affinity (normalized) is 0.0847. (7) The peptide sequence is SRQRQAIPY. The MHC is HLA-B15:01 with pseudo-sequence HLA-B15:01. The binding affinity (normalized) is 0.260.